This data is from Catalyst prediction with 721,799 reactions and 888 catalyst types from USPTO. The task is: Predict which catalyst facilitates the given reaction. (1) Reactant: [F:1][C:2]([F:11])([F:10])[C:3]1[CH:9]=[CH:8][CH:7]=[CH:6][C:4]=1[NH2:5].N1C=CC=CC=1.[N+:18]([C:21]1[CH:26]=[CH:25][C:24]([S:27](Cl)(=[O:29])=[O:28])=[CH:23][CH:22]=1)([O-:20])=[O:19]. Product: [N+:18]([C:21]1[CH:22]=[CH:23][C:24]([S:27]([NH:5][C:4]2[CH:6]=[CH:7][CH:8]=[CH:9][C:3]=2[C:2]([F:10])([F:11])[F:1])(=[O:29])=[O:28])=[CH:25][CH:26]=1)([O-:20])=[O:19]. The catalyst class is: 2. (2) Reactant: [CH3:1][C:2]([C:10]1[CH:15]=[CH:14][C:13]([OH:16])=[CH:12][CH:11]=1)([C:4]1[CH:9]=[CH:8][CH:7]=[CH:6][CH:5]=1)[CH3:3].[F:17][C:18]([F:31])([F:30])[S:19](O[S:19]([C:18]([F:31])([F:30])[F:17])(=[O:21])=[O:20])(=[O:21])=[O:20]. The catalyst class is: 2. Product: [CH3:3][C:2]([C:10]1[CH:11]=[CH:12][C:13]([O:16][S:19]([C:18]([F:31])([F:30])[F:17])(=[O:21])=[O:20])=[CH:14][CH:15]=1)([C:4]1[CH:9]=[CH:8][CH:7]=[CH:6][CH:5]=1)[CH3:1]. (3) Reactant: [CH2:1]([S:3][C:4]1[N:5]([CH3:15])[C:6]([CH:9]=[C:10]([C:13]#[N:14])[C:11]#[N:12])=[CH:7][N:8]=1)[CH3:2].[BH4-].[Na+].Cl. Product: [CH2:1]([S:3][C:4]1[N:5]([CH3:15])[C:6]([CH2:9][CH:10]([C:11]#[N:12])[C:13]#[N:14])=[CH:7][N:8]=1)[CH3:2]. The catalyst class is: 7. (4) Reactant: [F:1][C:2]1[CH:7]=[CH:6][C:5]([C:8]2[C:9](=[O:24])[NH:10][N:11]=[CH:12][C:13]=2[C:14]2[CH:19]=[CH:18][C:17]([S:20]([CH3:23])(=[O:22])=[O:21])=[CH:16][CH:15]=2)=[CH:4][CH:3]=1.C([O-])([O-])=O.[K+].[K+].[F:31][C:32]1[CH:37]=[CH:36][C:35](I)=[CH:34][CH:33]=1. Product: [F:31][C:32]1[CH:37]=[CH:36][C:35]([N:10]2[C:9](=[O:24])[C:8]([C:5]3[CH:6]=[CH:7][C:2]([F:1])=[CH:3][CH:4]=3)=[C:13]([C:14]3[CH:19]=[CH:18][C:17]([S:20]([CH3:23])(=[O:22])=[O:21])=[CH:16][CH:15]=3)[CH:12]=[N:11]2)=[CH:34][CH:33]=1. The catalyst class is: 17. (5) Product: [CH2:1]([O:4][NH:5][C@H:18]1[CH2:23][NH:22][C@H:21]([C:24]([NH2:26])=[O:25])[C:20]([CH3:27])=[C:19]1[CH3:28])[CH:2]=[CH2:3]. The catalyst class is: 138. Reactant: [CH2:1]([O:4][N:5]([C@H:18]1[CH2:23][NH:22][C@H:21]([C:24]([NH2:26])=[O:25])[C:20]([CH3:27])=[C:19]1[CH3:28])S(C1C=CC=CC=1[N+]([O-])=O)(=O)=O)[CH:2]=[CH2:3].C(ON[C@@H]1C(C)=C[C@@H](CO[Si](C(C)(C)C)(C)C)NC1)C=C.